This data is from Catalyst prediction with 721,799 reactions and 888 catalyst types from USPTO. The task is: Predict which catalyst facilitates the given reaction. Reactant: [Cl:1][C:2]1[CH:3]=[C:4]([NH:9][C:10]2[C:19]3[C:14](=[C:15]([OH:23])[CH:16]=[C:17]([N+:20]([O-:22])=[O:21])[CH:18]=3)[N:13]=[CH:12][C:11]=2[C:24]#[N:25])[CH:5]=[CH:6][C:7]=1[F:8].C(=O)([O-])[O-].[K+].[K+].[CH2:32](Br)[CH:33]=[CH2:34]. Product: [CH2:34]([O:23][C:15]1[CH:16]=[C:17]([N+:20]([O-:22])=[O:21])[CH:18]=[C:19]2[C:14]=1[N:13]=[CH:12][C:11]([C:24]#[N:25])=[C:10]2[NH:9][C:4]1[CH:5]=[CH:6][C:7]([F:8])=[C:2]([Cl:1])[CH:3]=1)[CH:33]=[CH2:32]. The catalyst class is: 3.